Dataset: Full USPTO retrosynthesis dataset with 1.9M reactions from patents (1976-2016). Task: Predict the reactants needed to synthesize the given product. (1) Given the product [CH3:29][N:25]([CH2:24][C:21]1[CH:22]=[CH:23][C:18]([N:8]2[C:9]3[C:4](=[CH:3][C:2]([F:1])=[C:11]([F:12])[C:10]=3[O:13][C:14]([F:16])([F:17])[F:15])[C:5](=[O:35])[C:6]([C:30]([O:32][CH2:33][CH3:34])=[O:31])=[CH:7]2)=[CH:19][CH:20]=1)[CH3:26], predict the reactants needed to synthesize it. The reactants are: [F:1][C:2]1[CH:3]=[C:4]2[C:9](=[C:10]([O:13][C:14]([F:17])([F:16])[F:15])[C:11]=1[F:12])[N:8]([C:18]1[CH:23]=[CH:22][C:21]([CH2:24][N:25]3[CH2:29]CC[CH2:26]3)=[CH:20][CH:19]=1)[CH:7]=[C:6]([C:30]([O:32][CH2:33][CH3:34])=[O:31])[C:5]2=[O:35].CN(CC1C=CC(N)=CC=1)C. (2) Given the product [CH3:24][N:10]([CH2:9][C@H:6]1[CH2:7][CH2:8][C@H:3]([CH2:2][O:1][S:26]([CH3:25])(=[O:28])=[O:27])[CH2:4][CH2:5]1)[S:11]([C:14]1[CH:19]=[CH:18][C:17]([C:20]([F:23])([F:21])[F:22])=[CH:16][CH:15]=1)(=[O:13])=[O:12], predict the reactants needed to synthesize it. The reactants are: [OH:1][CH2:2][C@H:3]1[CH2:8][CH2:7][C@H:6]([CH2:9][N:10]([CH3:24])[S:11]([C:14]2[CH:19]=[CH:18][C:17]([C:20]([F:23])([F:22])[F:21])=[CH:16][CH:15]=2)(=[O:13])=[O:12])[CH2:5][CH2:4]1.[CH3:25][S:26](Cl)(=[O:28])=[O:27]. (3) Given the product [CH2:18]([NH:20][C:21]([NH:23][C:24]1[CH:29]=[CH:28][C:27]([C:2]2[N:3]=[C:4]([N:12]3[CH2:17][CH2:16][O:15][CH2:14][CH2:13]3)[C:5]3[CH2:10][N:9]([CH3:11])[CH2:8][C:6]=3[N:7]=2)=[C:26]([F:39])[CH:25]=1)=[O:22])[CH3:19], predict the reactants needed to synthesize it. The reactants are: Cl[C:2]1[N:3]=[C:4]([N:12]2[CH2:17][CH2:16][O:15][CH2:14][CH2:13]2)[C:5]2[CH2:10][N:9]([CH3:11])[CH2:8][C:6]=2[N:7]=1.[CH2:18]([NH:20][C:21]([NH:23][C:24]1[CH:29]=[CH:28][C:27](B2OC(C)(C)C(C)(C)O2)=[C:26]([F:39])[CH:25]=1)=[O:22])[CH3:19]. (4) Given the product [Cl:3][C:4]1[N:5]=[C:6]2[C:12]([I:13])=[CH:11][N:10]([S:20]([C:14]3[CH:19]=[CH:18][CH:17]=[CH:16][CH:15]=3)(=[O:22])=[O:21])[C:7]2=[N:8][CH:9]=1, predict the reactants needed to synthesize it. The reactants are: [H-].[Na+].[Cl:3][C:4]1[N:5]=[C:6]2[C:12]([I:13])=[CH:11][NH:10][C:7]2=[N:8][CH:9]=1.[C:14]1([S:20](Cl)(=[O:22])=[O:21])[CH:19]=[CH:18][CH:17]=[CH:16][CH:15]=1.